Dataset: CYP2D6 inhibition data for predicting drug metabolism from PubChem BioAssay. Task: Regression/Classification. Given a drug SMILES string, predict its absorption, distribution, metabolism, or excretion properties. Task type varies by dataset: regression for continuous measurements (e.g., permeability, clearance, half-life) or binary classification for categorical outcomes (e.g., BBB penetration, CYP inhibition). Dataset: cyp2d6_veith. The molecule is CN(C)c1ccc(/C=C2\SC(=S)N(Nc3ncc(C(F)(F)F)cc3Cl)C2=O)cc1. The result is 0 (non-inhibitor).